This data is from Catalyst prediction with 721,799 reactions and 888 catalyst types from USPTO. The task is: Predict which catalyst facilitates the given reaction. (1) Reactant: [CH2:1]([S:8][C:9]([CH3:38])([CH:33](OC)[O:34]C)[CH2:10][NH:11][C:12]([C:14]1[NH:15][C:16]2[C:21]([CH:22]=1)=[CH:20][CH:19]=[CH:18][C:17]=2[N:23]([CH3:32])[S:24]([C:27]1[S:28][CH:29]=[CH:30][CH:31]=1)(=[O:26])=[O:25])=[O:13])[C:2]1[CH:7]=[CH:6][CH:5]=[CH:4][CH:3]=1.O. Product: [CH2:1]([S:8][C:9]([CH3:38])([CH:33]=[O:34])[CH2:10][NH:11][C:12]([C:14]1[NH:15][C:16]2[C:21]([CH:22]=1)=[CH:20][CH:19]=[CH:18][C:17]=2[N:23]([CH3:32])[S:24]([C:27]1[S:28][CH:29]=[CH:30][CH:31]=1)(=[O:26])=[O:25])=[O:13])[C:2]1[CH:3]=[CH:4][CH:5]=[CH:6][CH:7]=1. The catalyst class is: 21. (2) Reactant: [NH2:1][C:2]1[CH:7]=[CH:6][C:5]([CH:8]([OH:13])[C:9]([F:12])([F:11])[F:10])=[CH:4][CH:3]=1.[N:14]([O-])=O.[Na+].Cl[Sn]Cl. Product: [NH:1]([C:2]1[CH:7]=[CH:6][C:5]([CH:8]([OH:13])[C:9]([F:10])([F:11])[F:12])=[CH:4][CH:3]=1)[NH2:14]. The catalyst class is: 33.